This data is from Forward reaction prediction with 1.9M reactions from USPTO patents (1976-2016). The task is: Predict the product of the given reaction. Given the reactants [CH:1]1[C:13]2[CH2:12][C:11]3[C:6](=[CH:7][CH:8]=[CH:9][CH:10]=3)[C:5]=2[CH:4]=[CH:3][CH:2]=1.C([Li])CCC.CCCCCC.[C:25]([C:29]1[CH:30]=[C:31]([CH3:55])[C:32](=[C:34]([C:45]2[CH:50]=[CH:49][CH:48]=[C:47]([C:51]([F:54])([F:53])[F:52])[CH:46]=2)[C:35]2[CH:40]=[CH:39][CH:38]=[C:37]([C:41]([F:44])([F:43])[F:42])[CH:36]=2)[CH:33]=1)([CH3:28])([CH3:27])[CH3:26].Cl, predict the reaction product. The product is: [C:25]([C:29]1[CH:30]=[C:31]([CH3:55])[CH:32]([C:34]([C:1]2[C:13]3[CH2:12][C:11]4[C:6](=[CH:7][CH:8]=[CH:9][CH:10]=4)[C:5]=3[CH:4]=[CH:3][CH:2]=2)([C:35]2[CH:40]=[CH:39][CH:38]=[C:37]([C:41]([F:42])([F:43])[F:44])[CH:36]=2)[C:45]2[CH:50]=[CH:49][CH:48]=[C:47]([C:51]([F:54])([F:53])[F:52])[CH:46]=2)[CH:33]=1)([CH3:26])([CH3:27])[CH3:28].